Dataset: Forward reaction prediction with 1.9M reactions from USPTO patents (1976-2016). Task: Predict the product of the given reaction. (1) The product is: [Cl:1][C:2]1[CH:7]=[CH:6][CH:5]=[CH:4][C:3]=1[C:8]1[C:9]([C:19]2[CH:24]=[CH:23][C:22]([Cl:25])=[CH:21][CH:20]=2)=[CH:10][C:11]([C:15]([O:17][CH3:18])=[O:16])=[C:12]([O:14][CH2:33][C:34](=[O:39])[C:35]([CH3:38])([CH3:37])[CH3:36])[N:13]=1. Given the reactants [Cl:1][C:2]1[CH:7]=[CH:6][CH:5]=[CH:4][C:3]=1[C:8]1[NH:13][C:12](=[O:14])[C:11]([C:15]([O:17][CH3:18])=[O:16])=[CH:10][C:9]=1[C:19]1[CH:24]=[CH:23][C:22]([Cl:25])=[CH:21][CH:20]=1.C([O-])([O-])=O.[Cs+].[Cs+].Br[CH2:33][C:34](=[O:39])[C:35]([CH3:38])([CH3:37])[CH3:36], predict the reaction product. (2) The product is: [CH3:27][C:26]1[O:25][C:24]([C:28]2[CH:29]=[CH:30][CH:31]=[CH:32][CH:33]=2)=[N:23][C:22]=1[CH2:21][CH2:20][O:19][C:16]1[N:17]=[CH:18][C:13]([CH2:12][C:2]2([C:6]([O:8][CH2:9][CH3:10])=[O:7])[CH2:3][CH2:4][CH2:5][O:1]2)=[CH:14][CH:15]=1. Given the reactants [O:1]1[CH2:5][CH2:4][CH2:3][CH:2]1[C:6]([O:8][CH2:9][CH3:10])=[O:7].I[CH2:12][C:13]1[CH:14]=[CH:15][C:16]([O:19][CH2:20][CH2:21][C:22]2[N:23]=[C:24]([C:28]3[CH:33]=[CH:32][CH:31]=[CH:30][CH:29]=3)[O:25][C:26]=2[CH3:27])=[N:17][CH:18]=1, predict the reaction product. (3) Given the reactants Cl[CH2:2][CH2:3][O:4][C:5]1[CH:13]=[CH:12][CH:11]=[C:10]2[C:6]=1[CH:7]=[CH:8][N:9]2[S:14]([C:17]1[CH:22]=[CH:21][CH:20]=[CH:19][CH:18]=1)(=[O:16])=[O:15].[N-:23]=[N+:24]=[N-:25].[Na+].O, predict the reaction product. The product is: [C:17]1([S:14]([N:9]2[C:10]3[C:6](=[C:5]([O:4][CH2:3][CH2:2][N:23]=[N+:24]=[N-:25])[CH:13]=[CH:12][CH:11]=3)[CH:7]=[CH:8]2)(=[O:16])=[O:15])[CH:22]=[CH:21][CH:20]=[CH:19][CH:18]=1. (4) Given the reactants [F:1][C:2]1[CH:7]=[CH:6][C:5]([OH:8])=[C:4]([CH2:9][CH:10]=[CH2:11])[CH:3]=1.Cl[Sn](Cl)(Cl)Cl.[I:17]I, predict the reaction product. The product is: [F:1][C:2]1[CH:7]=[CH:6][C:5]2[O:8][CH:10]([CH2:11][I:17])[CH2:9][C:4]=2[CH:3]=1. (5) Given the reactants [CH3:1][N:2]1[C:6]2([CH2:10][CH2:9][N:8]([C:11]3[CH:16]=[CH:15][C:14]([N+:17]([O-])=O)=[C:13]([O:20][CH:21]([CH3:23])[CH3:22])[CH:12]=3)[CH2:7]2)[CH2:5][CH2:4][CH2:3]1.O.NN, predict the reaction product. The product is: [CH3:1][N:2]1[C:6]2([CH2:10][CH2:9][N:8]([C:11]3[CH:16]=[CH:15][C:14]([NH2:17])=[C:13]([O:20][CH:21]([CH3:23])[CH3:22])[CH:12]=3)[CH2:7]2)[CH2:5][CH2:4][CH2:3]1. (6) Given the reactants [C:1]([C:3]1[C:4]2[S:25][C:24]([C:26]3[CH:31]=[CH:30][CH:29]=[CH:28][CH:27]=3)=[N:23][C:5]=2[C:6]([NH:9][C@H:10]2[CH2:15][CH2:14][CH2:13][N:12](C(OC(C)(C)C)=O)[CH2:11]2)=[N:7][CH:8]=1)#[N:2].Cl.[OH-:33].[Na+], predict the reaction product. The product is: [C:26]1([C:24]2[S:25][C:4]3[C:3]([C:1]([NH2:2])=[O:33])=[CH:8][N:7]=[C:6]([NH:9][C@H:10]4[CH2:15][CH2:14][CH2:13][NH:12][CH2:11]4)[C:5]=3[N:23]=2)[CH:31]=[CH:30][CH:29]=[CH:28][CH:27]=1. (7) Given the reactants [Br:1]Br.[CH2:3]([O:5][C:6]([C:8]1[C:16]2[C:11](=[CH:12][CH:13]=[C:14]([OH:17])[CH:15]=2)[N:10]([CH:18]2[CH2:20][CH2:19]2)[C:9]=1[CH3:21])=[O:7])[CH3:4], predict the reaction product. The product is: [CH2:3]([O:5][C:6]([C:8]1[C:16]2[C:11](=[CH:12][C:13]([Br:1])=[C:14]([OH:17])[CH:15]=2)[N:10]([CH:18]2[CH2:19][CH2:20]2)[C:9]=1[CH3:21])=[O:7])[CH3:4]. (8) Given the reactants C([N:8]1[CH2:31][CH2:30][C@@:15]23[C:16]4[CH:17]=[C:18]([O:23][C:24](=[O:29])[C:25]([CH3:28])([CH3:27])[CH3:26])[CH:19]=[CH:20][C:21]=4[CH2:22][C@@H:9]1[C@@H:10]2[CH2:11][CH2:12][CH2:13][CH2:14]3)(OC(C)(C)C)=O.O1CCOCC1.Cl.[CH3:39][S:40](Cl)(=[O:42])=[O:41], predict the reaction product. The product is: [CH3:39][S:40]([N:8]1[CH2:31][CH2:30][C@@:15]23[C:16]4[CH:17]=[C:18]([O:23][C:24](=[O:29])[C:25]([CH3:28])([CH3:27])[CH3:26])[CH:19]=[CH:20][C:21]=4[CH2:22][C@@H:9]1[C@@H:10]2[CH2:11][CH2:12][CH2:13][CH2:14]3)(=[O:42])=[O:41]. (9) Given the reactants [Cl:1][C:2]1[CH:16]=[CH:15][C:5]([O:6][CH2:7][C:8]([O:10][C:11]([CH3:14])([CH3:13])[CH3:12])=[O:9])=[C:4]([C:17]2[C:18]([CH3:27])=[N:19][C:20](S(C)(=O)=O)=[N:21][CH:22]=2)[CH:3]=1.[NH:28]1[CH2:33][CH2:32][O:31][CH2:30][CH2:29]1, predict the reaction product. The product is: [C:11]([O:10][C:8](=[O:9])[CH2:7][O:6][C:5]1[CH:15]=[CH:16][C:2]([Cl:1])=[CH:3][C:4]=1[C:17]1[C:18]([CH3:27])=[N:19][C:20]([N:28]2[CH2:33][CH2:32][O:31][CH2:30][CH2:29]2)=[N:21][CH:22]=1)([CH3:14])([CH3:13])[CH3:12]. (10) The product is: [F:22][C:15]1[C:14]([F:13])=[CH:19][CH:18]=[C:17]([O:20][CH3:21])[C:16]=1[CH:26]=[O:27]. Given the reactants C(NC(C)C)(C)C.[Li]CCCC.[F:13][C:14]1[CH:19]=[CH:18][C:17]([O:20][CH3:21])=[CH:16][C:15]=1[F:22].CN([CH:26]=[O:27])C, predict the reaction product.